This data is from Reaction yield outcomes from USPTO patents with 853,638 reactions. The task is: Predict the reaction yield, written as a fraction of the theoretical maximum amount of product (1.0 means a 100% yield; for example, 0.34 means a 34% yield). (1) The yield is 0.640. The catalyst is C1COCC1.O. The product is [Br:8][C:5]1[CH:6]=[CH:7][C:2]([C:17]([CH:19]2[CH2:23][CH2:22][N:21]([C:24]3[N:25]=[CH:26][CH:27]=[CH:28][N:29]=3)[CH2:20]2)=[O:18])=[CH:3][CH:4]=1. The reactants are Br[C:2]1[CH:7]=[CH:6][C:5]([Br:8])=[CH:4][CH:3]=1.[Li]CCCC.CON(C)[C:17]([CH:19]1[CH2:23][CH2:22][N:21]([C:24]2[N:29]=[CH:28][CH:27]=[CH:26][N:25]=2)[CH2:20]1)=[O:18].CCOC(C)=O. (2) The reactants are [F:1][C:2]([F:14])([F:13])[C:3]([NH:5][CH2:6][CH:7]1[CH2:12][CH2:11][CH2:10][NH:9][CH2:8]1)=[O:4].CCN(C(C)C)C(C)C.[CH:24]([C:26]1[CH:27]=[CH:28][N:29]=[C:30]2[C:35]=1[N:34]=[C:33]([O:36][CH3:37])[CH:32]=[CH:31]2)=[CH2:25]. The catalyst is CN(C=O)C. The product is [F:14][C:2]([F:1])([F:13])[C:3]([NH:5][CH2:6][CH:7]1[CH2:12][CH2:11][CH2:10][N:9]([CH2:25][CH2:24][C:26]2[C:35]3[C:30](=[CH:31][CH:32]=[C:33]([O:36][CH3:37])[N:34]=3)[N:29]=[CH:28][CH:27]=2)[CH2:8]1)=[O:4]. The yield is 0.430. (3) The reactants are [Li+].[Cl-].[I:3][C:4]1[N:5]=[C:6]([C@@H:10]2[CH2:14][C@H:13]([CH3:15])[CH2:12][N:11]2[C:16]([O:18][C:19]([CH3:22])([CH3:21])[CH3:20])=[O:17])[NH:7][C:8]=1I.C[Mg]Cl.C([Mg]Cl)(C)C.[NH4+].[Cl-]. The catalyst is C1COCC1.O. The product is [I:3][C:4]1[N:5]=[C:6]([C@@H:10]2[CH2:14][C@H:13]([CH3:15])[CH2:12][N:11]2[C:16]([O:18][C:19]([CH3:20])([CH3:22])[CH3:21])=[O:17])[NH:7][CH:8]=1. The yield is 0.830. (4) The reactants are [CH3:1][O:2][C:3]1[CH:4]=[C:5]([OH:13])[C:6](=[CH:11][CH:12]=1)[C:7]([O:9][CH3:10])=[O:8].C([O-])([O-])=O.[K+].[K+].[C:20]([O:24][C:25]([NH:27][CH2:28][CH2:29][CH2:30]Br)=[O:26])([CH3:23])([CH3:22])[CH3:21].[I-].[K+]. The catalyst is CN(C)C=O.O. The product is [C:20]([O:24][C:25]([NH:27][CH2:28][CH2:29][CH2:30][O:13][C:5]1[CH:4]=[C:3]([O:2][CH3:1])[CH:12]=[CH:11][C:6]=1[C:7]([O:9][CH3:10])=[O:8])=[O:26])([CH3:23])([CH3:22])[CH3:21]. The yield is 0.933. (5) The reactants are C(OC(=O)[N:7]([CH:17]1[CH2:25][CH2:24][C:23]2[C:19](=[CH:20][N:21]([C:26]3[C:35]4[C:30](=[CH:31][CH:32]=[C:33]([O:36][CH3:37])[N:34]=4)[N:29]=[CH:28][CH:27]=3)[N:22]=2)[CH2:18]1)[CH2:8][CH2:9][O:10][C:11]1[CH:16]=[CH:15][CH:14]=[CH:13][CH:12]=1)(C)(C)C.C(OC(=O)NC1CCC2C(=CN(C3C4C(=CC=C(OC)N=4)N=CC=3)N=2)C1)(C)(C)C.[H-].[Na+].BrCCOC1C=CC=CC=1. The catalyst is CN(C=O)C.CCOC(C)=O.O. The product is [CH3:37][O:36][C:33]1[N:34]=[C:35]2[C:30](=[CH:31][CH:32]=1)[N:29]=[CH:28][CH:27]=[C:26]2[N:21]1[CH:20]=[C:19]2[C:23]([CH2:24][CH2:25][CH:17]([NH:7][CH2:8][CH2:9][O:10][C:11]3[CH:12]=[CH:13][CH:14]=[CH:15][CH:16]=3)[CH2:18]2)=[N:22]1. The yield is 0.480.